From a dataset of hERG potassium channel inhibition data for cardiac toxicity prediction from Karim et al.. Regression/Classification. Given a drug SMILES string, predict its toxicity properties. Task type varies by dataset: regression for continuous values (e.g., LD50, hERG inhibition percentage) or binary classification for toxic/non-toxic outcomes (e.g., AMES mutagenicity, cardiotoxicity, hepatotoxicity). Dataset: herg_karim. (1) The result is 1 (blocker). The molecule is Cc1cc(C2C[C@H]3C(C)SC(N)=N[C@@]3(c3ccc(F)cc3F)CO2)on1. (2) The drug is CC[C@H]1[C@H]2C[C@H]3[C@@H]4N(C)c5ccccc5[C@]45C[C@@H]([C@H]2[C@H]5O)N3[C@@H]1O. The result is 1 (blocker). (3) The drug is COc1cc2nc(-c3cc(F)ccc3O)nc(N[C@@H]3CNC[C@H]3C(C)(C)O)c2cc1OC. The result is 0 (non-blocker).